From a dataset of Reaction yield outcomes from USPTO patents with 853,638 reactions. Predict the reaction yield, written as a fraction of the theoretical maximum amount of product (1.0 means a 100% yield; for example, 0.34 means a 34% yield). (1) The reactants are [CH:1]([C:3]1[CH:20]=[CH:19][C:6]2[S:7][C:8](B3OC(C)(C)C(C)(C)O3)=[CH:9][C:5]=2[CH:4]=1)=[O:2].I[C:22]1[C:30]2[C:25](=[N:26][CH:27]=[N:28][C:29]=2[NH2:31])[N:24]([CH:32]([CH3:34])[CH3:33])[N:23]=1.C([O-])([O-])=O.[Na+].[Na+]. The catalyst is CCO.COCCOC.C1C=CC([P]([Pd]([P](C2C=CC=CC=2)(C2C=CC=CC=2)C2C=CC=CC=2)([P](C2C=CC=CC=2)(C2C=CC=CC=2)C2C=CC=CC=2)[P](C2C=CC=CC=2)(C2C=CC=CC=2)C2C=CC=CC=2)(C2C=CC=CC=2)C2C=CC=CC=2)=CC=1. The product is [NH2:31][C:29]1[N:28]=[CH:27][N:26]=[C:25]2[N:24]([CH:32]([CH3:34])[CH3:33])[N:23]=[C:22]([C:8]3[S:7][C:6]4[CH:19]=[CH:20][C:3]([CH:1]=[O:2])=[CH:4][C:5]=4[CH:9]=3)[C:30]=12. The yield is 0.450. (2) The reactants are [OH-].[Na+].F[CH:4](F)[O:5][C:6]1[CH:7]=[C:8](/[C:16](/[CH3:23])=[CH:17]/[C:18]([O:20]CC)=[O:19])[CH:9]=[CH:10][C:11]=1[O:12][CH:13](F)F. The catalyst is CCO. The product is [CH3:4][O:5][C:6]1[CH:7]=[C:8](/[C:16](/[CH3:23])=[CH:17]/[C:18]([OH:20])=[O:19])[CH:9]=[CH:10][C:11]=1[O:12][CH3:13]. The yield is 0.850. (3) The reactants are [BH4-].[Na+].CO.[CH3:5][O:6][C:7](=[O:33])[CH2:8][O:9][CH2:10][C:11]#[C:12][CH2:13][N:14]1[C:19](=[O:20])[CH2:18][CH2:17][CH2:16][C@@H:15]1/[CH:21]=[CH:22]/[C:23](=[O:32])[CH2:24][C:25]1[CH:30]=[CH:29][CH:28]=[C:27]([Cl:31])[CH:26]=1. The catalyst is C(Cl)Cl. The product is [CH3:5][O:6][C:7](=[O:33])[CH2:8][O:9][CH2:10][C:11]#[C:12][CH2:13][N:14]1[C:19](=[O:20])[CH2:18][CH2:17][CH2:16][C@@H:15]1/[CH:21]=[CH:22]/[CH:23]([OH:32])[CH2:24][C:25]1[CH:30]=[CH:29][CH:28]=[C:27]([Cl:31])[CH:26]=1.[Cl:31][C:27]1[CH:26]=[C:25]([CH2:24][CH:23]([OH:32])/[CH:22]=[CH:21]/[C@@H:15]2[N:14]([CH2:13][C:12]#[C:11][CH2:10][O:9][CH2:8][CH2:7][OH:6])[C:19](=[O:20])[CH2:18][CH2:17][CH2:16]2)[CH:30]=[CH:29][CH:28]=1. The yield is 0.460. (4) The reactants are [O:1]=[C:2]1[CH2:8][C:7](=[O:9])[N:6]([C:10]2[CH:18]=[CH:17][C:13]([C:14](O)=[O:15])=[CH:12][CH:11]=2)[C:5]2[CH:19]=[CH:20][C:21]3[C:26]([C:4]=2[NH:3]1)=[CH:25][CH:24]=[CH:23][CH:22]=3.[Cl:27][C:28]1[CH:34]=[CH:33][CH:32]=[CH:31][C:29]=1[NH2:30].C1(NC(C2C=CC(N3C(=O)CC(=O)NC4C5C(C=CC3=4)=CC=CC=5)=CC=2)=O)C=CC=CC=1. No catalyst specified. The product is [Cl:27][C:28]1[CH:34]=[CH:33][CH:32]=[CH:31][C:29]=1[NH:30][C:14]([C:13]1[CH:17]=[CH:18][C:10]([N:6]2[C:7](=[O:9])[CH2:8][C:2](=[O:1])[NH:3][C:4]3[C:26]4[C:21]([CH:20]=[CH:19][C:5]2=3)=[CH:22][CH:23]=[CH:24][CH:25]=4)=[CH:11][CH:12]=1)=[O:15]. The yield is 0.150. (5) The reactants are [Br:1][C:2]1[CH:9]=[CH:8][C:5]([CH:6]=O)=[CH:4][CH:3]=1.[NH2:10][NH:11][C:12]([NH2:14])=[O:13].C([O-])(=O)C.[Na+]. The catalyst is C(O)C. The product is [Br:1][C:2]1[CH:9]=[CH:8][C:5]([CH:6]=[N:10][NH:11][C:12]([NH2:14])=[O:13])=[CH:4][CH:3]=1. The yield is 0.620. (6) The reactants are [N+:1]([C:4]1[CH:5]=[CH:6][C:7]([C:12]2[O:16][CH:15]=[N:14][CH:13]=2)=[C:8]([CH:11]=1)[C:9]#[N:10])([O-])=O.[F-].[K+].C[SiH](O)C.C[Si](C)(C)C.C[Si](O)(C)C. The catalyst is C1COCC1.C([O-])(=O)C.[Pd+2].C([O-])(=O)C. The product is [NH2:1][C:4]1[CH:5]=[CH:6][C:7]([C:12]2[O:16][CH:15]=[N:14][CH:13]=2)=[C:8]([CH:11]=1)[C:9]#[N:10]. The yield is 0.830. (7) The catalyst is C(O)C.O. The product is [CH2:81]([NH:85][C:56]([C:26]1[CH:27]=[C:28]2[C:23](=[CH:24][CH:25]=1)[NH:22][N:21]=[C:20]2[C:15]1[CH:14]=[CH:13][C:12]2[C:17](=[CH:18][CH:19]=[C:10]([O:9][CH2:8][CH:4]3[CH2:5][CH2:6][CH2:7][N:3]3[CH2:1][CH3:2])[CH:11]=2)[CH:16]=1)=[O:55])[CH2:82][CH2:83][CH3:84]. The yield is 0.620. The reactants are [CH2:1]([N:3]1[CH2:7][CH2:6][CH2:5][CH:4]1[CH2:8][O:9][C:10]1[CH:11]=[C:12]2[C:17](=[CH:18][CH:19]=1)[CH:16]=[C:15]([C:20]1[C:28]3[C:23](=[CH:24][CH:25]=[C:26](C#N)[CH:27]=3)[N:22](C3CCCCO3)[N:21]=1)[CH:14]=[CH:13]2)[CH3:2].[OH-].[K+].F[P-](F)(F)(F)(F)F.N1([O:55][C:56](N(C)C)=[N+](C)C)C2C=CC=CC=2N=N1.O.ON1C2C=CC=CC=2N=N1.C(N(CC)CC)C.[CH2:81]([NH2:85])[CH2:82][CH2:83][CH3:84]. (8) The yield is 1.00. The product is [CH2:28]([O:14][C:13](=[O:15])[C@@H:12]1[CH2:16][CH:17]([OH:19])[CH2:18][N:11]1[C:1]([O:3][CH2:4][C:5]1[CH:6]=[CH:7][CH:8]=[CH:9][CH:10]=1)=[O:2])[C:29]1[CH:34]=[CH:33][CH:32]=[CH:31][CH:30]=1. The reactants are [C:1]([N:11]1[CH2:18][CH:17]([OH:19])[CH2:16][C@H:12]1[C:13]([OH:15])=[O:14])([O:3][CH2:4][C:5]1[CH:10]=[CH:9][CH:8]=[CH:7][CH:6]=1)=[O:2].C([O-])([O-])=O.[K+].[K+].[Na+].[I-].[CH2:28](Br)[C:29]1[CH:34]=[CH:33][CH:32]=[CH:31][CH:30]=1. The catalyst is C(OCC)(=O)C.CN(C=O)C. (9) The reactants are [C:1]([C:5]1[CH:10]=[CH:9][C:8]([CH2:11][C:12]#[N:13])=[CH:7][CH:6]=1)([CH3:4])([CH3:3])[CH3:2].C([O:16][C:17]([C:19]1[N:23]([CH3:24])[N:22]=[C:21]([CH3:25])[C:20]=1[CH3:26])=O)C.C(OCCOCCO)C.CO.C[O-].[Na+]. The catalyst is COCCOCCOC.CCCCCCC. The product is [C:1]([C:5]1[CH:6]=[CH:7][C:8]([CH:11]([C:17]([C:19]2[N:23]([CH3:24])[N:22]=[C:21]([CH3:25])[C:20]=2[CH3:26])=[O:16])[C:12]#[N:13])=[CH:9][CH:10]=1)([CH3:4])([CH3:2])[CH3:3]. The yield is 0.940. (10) No catalyst specified. The yield is 0.890. The product is [ClH:42].[CH3:1][C:2]1[C:32]([CH3:33])=[CH:31][CH:30]=[CH:29][C:3]=1[NH:4][C:5](=[O:28])[CH2:6][N:7]1[C:15]2[CH:14]=[CH:13][CH:12]=[CH:11][C:10]=2[C:9]2[CH2:16][CH2:17][NH:18][CH2:19][CH2:20][C:8]1=2. The reactants are [CH3:1][C:2]1[C:32]([CH3:33])=[CH:31][CH:30]=[CH:29][C:3]=1[NH:4][C:5](=[O:28])[CH2:6][N:7]1[C:15]2[CH:14]=[CH:13][CH:12]=[CH:11][C:10]=2[C:9]2[CH2:16][CH2:17][N:18](C(OC(C)(C)C)=O)[CH2:19][CH2:20][C:8]1=2.FC(F)(F)C(O)=O.C(Cl)[Cl:42].